Dataset: Catalyst prediction with 721,799 reactions and 888 catalyst types from USPTO. Task: Predict which catalyst facilitates the given reaction. (1) Reactant: FC(F)(F)C(O)=O.[CH2:8]([O:15][C:16]([N:18]1[CH2:23][CH2:22][NH:21][CH2:20][C:19]1([CH3:25])[CH3:24])=[O:17])[C:9]1[CH:14]=[CH:13][CH:12]=[CH:11][CH:10]=1.CCN(C(C)C)C(C)C.[Cl:35][C:36]1[CH:37]=[C:38]([CH:42]=[CH:43][CH:44]=1)[C:39](Cl)=[O:40]. Product: [CH2:8]([O:15][C:16]([N:18]1[CH2:23][CH2:22][N:21]([C:39](=[O:40])[C:38]2[CH:42]=[CH:43][CH:44]=[C:36]([Cl:35])[CH:37]=2)[CH2:20][C:19]1([CH3:25])[CH3:24])=[O:17])[C:9]1[CH:10]=[CH:11][CH:12]=[CH:13][CH:14]=1. The catalyst class is: 25. (2) Reactant: [CH2:1]([O:8][C:9](=[O:17])[NH:10][C:11]1([C:14](=O)[NH2:15])[CH2:13][CH2:12]1)[C:2]1[CH:7]=[CH:6][CH:5]=[CH:4][CH:3]=1.N1C(Cl)=NC(Cl)=NC=1Cl. Product: [CH2:1]([O:8][C:9](=[O:17])[NH:10][C:11]1([C:14]#[N:15])[CH2:13][CH2:12]1)[C:2]1[CH:3]=[CH:4][CH:5]=[CH:6][CH:7]=1. The catalyst class is: 3. (3) Reactant: C(P1(=O)OP(CCC)(=O)OP(CCC)(=O)O1)CC.[CH3:19][C:20]1([C:39](O)=[O:40])[CH2:24][CH2:23][N:22]([CH2:25][C:26]2[CH:31]=[CH:30][CH:29]=[C:28]([O:32][C:33]3[CH:38]=[CH:37][CH:36]=[CH:35][CH:34]=3)[CH:27]=2)[CH2:21]1.[CH2:42]([NH2:44])[CH3:43]. Product: [CH2:42]([NH:44][C:39]([C@@:20]1([CH3:19])[CH2:24][CH2:23][N:22]([CH2:25][C:26]2[CH:31]=[CH:30][CH:29]=[C:28]([O:32][C:33]3[CH:38]=[CH:37][CH:36]=[CH:35][CH:34]=3)[CH:27]=2)[CH2:21]1)=[O:40])[CH3:43]. The catalyst class is: 425. (4) Reactant: C1(C)C=CC=CC=1.CC(C)([O-])C.[Na+].Br[C:15]1[CH:20]=[CH:19][C:18]([CH2:21][C:22]([OH:24])=[O:23])=[CH:17][CH:16]=1.[NH:25]1[CH2:29][CH2:28][CH2:27][CH2:26]1. Product: [N:25]1([C:15]2[CH:20]=[CH:19][C:18]([CH2:21][C:22]([OH:24])=[O:23])=[CH:17][CH:16]=2)[CH2:29][CH2:28][CH2:27][CH2:26]1. The catalyst class is: 713. (5) Reactant: [C:1]1([C:7]2([C:17]3[CH:22]=[CH:21][CH:20]=[CH:19][CH:18]=3)[CH:11]3[CH2:12][NH:13][CH2:14][CH2:15][N:10]3[C:9](=[O:16])[O:8]2)[CH:6]=[CH:5][CH:4]=[CH:3][CH:2]=1.C(N(CC)CC)C.[C:30]1(=[O:36])[O:35][C:33](=[O:34])[CH2:32][CH2:31]1.C(OCC)(=O)C. Product: [O:36]=[C:30]([N:13]1[CH2:14][CH2:15][N:10]2[C:9](=[O:16])[O:8][C:7]([C:1]3[CH:6]=[CH:5][CH:4]=[CH:3][CH:2]=3)([C:17]3[CH:18]=[CH:19][CH:20]=[CH:21][CH:22]=3)[CH:11]2[CH2:12]1)[CH2:31][CH2:32][C:33]([OH:35])=[O:34]. The catalyst class is: 7. (6) Reactant: Cl[Si:2]([CH:30]1[CH2:35]C[CH2:33][CH2:32][CH2:31]1)([CH:24]1[CH2:29][CH2:28][CH2:27][CH2:26][CH2:25]1)[C:3]1[C:15]2[CH2:14][C:13]3[C:8](=[CH:9][CH:10]=[C:11]([C:16]([CH3:19])(C)[CH3:17])[CH:12]=3)[C:7]=2[CH:6]=[CH:5][C:4]=1[C:20]([CH3:23])([CH3:22])[CH3:21].C(O[CH2:39][CH3:40])C.[CH3:41]N(C)P(=O)(N(C)C)N(C)C.[CH:52]1([Na])[CH:56]=C[CH:54]=[CH:53]1. Product: [CH:24]1([Si:2]([CH:40]2[CH2:39][CH2:54][CH2:53][CH2:52][CH2:56]2)([CH:30]2[CH:35]=[CH:33][CH:32]=[CH:31]2)[C:3]2[C:15]3[CH2:14][C:9]4[C:8](=[CH:13][CH:12]=[C:11]([C:16]([CH3:41])([CH3:17])[CH3:19])[CH:10]=4)[C:7]=3[CH:6]=[CH:5][C:4]=2[C:20]([CH3:21])([CH3:22])[CH3:23])[CH2:29][CH2:28][CH2:27][CH2:26][CH2:25]1. The catalyst class is: 7. (7) Reactant: [CH3:1][Si](C=[N+]=[N-])(C)C.[Si:8]([O:15][C@H:16]([C:30]1[NH:34][N:33]=[N:32][N:31]=1)[C@@H:17]([NH:19][C:20](=[O:29])[O:21][CH2:22][C:23]1[CH:28]=[CH:27][CH:26]=[CH:25][CH:24]=1)[CH3:18])([C:11]([CH3:14])([CH3:13])[CH3:12])([CH3:10])[CH3:9]. Product: [Si:8]([O:15][C@H:16]([C:30]1[N:34]([CH3:1])[N:33]=[N:32][N:31]=1)[C@@H:17]([NH:19][C:20](=[O:29])[O:21][CH2:22][C:23]1[CH:28]=[CH:27][CH:26]=[CH:25][CH:24]=1)[CH3:18])([C:11]([CH3:13])([CH3:14])[CH3:12])([CH3:9])[CH3:10].[Si:8]([O:15][C@H:16]([C:30]1[N:31]=[N:32][N:33]([CH3:1])[N:34]=1)[C@@H:17]([NH:19][C:20](=[O:29])[O:21][CH2:22][C:23]1[CH:28]=[CH:27][CH:26]=[CH:25][CH:24]=1)[CH3:18])([C:11]([CH3:13])([CH3:14])[CH3:12])([CH3:9])[CH3:10]. The catalyst class is: 61. (8) Product: [Br:1][C:2]1[CH:3]=[C:4]([C:24]([F:27])([F:26])[F:25])[C:5]2[NH:21][C:9]([C:11]3[O:15][C:14]([C:16]([CH3:19])([CH3:18])[CH3:17])=[N:13][C:12]=3[CH3:20])=[N:8][C:6]=2[CH:7]=1. Reactant: [Br:1][C:2]1[CH:3]=[C:4]([C:24]([F:27])([F:26])[F:25])[C:5]([N+:21]([O-])=O)=[C:6]([NH:8][C:9]([C:11]2[O:15][C:14]([C:16]([CH3:19])([CH3:18])[CH3:17])=[N:13][C:12]=2[CH3:20])=O)[CH:7]=1. The catalyst class is: 409. (9) Reactant: [Br:1][C:2]1[CH:3]=[C:4]([CH:8]([C:10]2[S:11][C:12]([CH2:15][CH3:16])=[CH:13][CH:14]=2)O)[CH:5]=[CH:6][CH:7]=1.C([SiH](CC)CC)C.B(F)(F)F.C(=O)([O-])O.[Na+]. Product: [Br:1][C:2]1[CH:3]=[C:4]([CH2:8][C:10]2[S:11][C:12]([CH2:15][CH3:16])=[CH:13][CH:14]=2)[CH:5]=[CH:6][CH:7]=1. The catalyst class is: 4.